This data is from NCI-60 drug combinations with 297,098 pairs across 59 cell lines. The task is: Regression. Given two drug SMILES strings and cell line genomic features, predict the synergy score measuring deviation from expected non-interaction effect. (1) Drug 1: C1=NC(=NC(=O)N1C2C(C(C(O2)CO)O)O)N. Drug 2: CNC(=O)C1=NC=CC(=C1)OC2=CC=C(C=C2)NC(=O)NC3=CC(=C(C=C3)Cl)C(F)(F)F. Cell line: MCF7. Synergy scores: CSS=8.78, Synergy_ZIP=-1.72, Synergy_Bliss=1.21, Synergy_Loewe=-36.3, Synergy_HSA=-0.351. (2) Drug 1: CC1=C(C=C(C=C1)NC2=NC=CC(=N2)N(C)C3=CC4=NN(C(=C4C=C3)C)C)S(=O)(=O)N.Cl. Drug 2: CC1CCC2CC(C(=CC=CC=CC(CC(C(=O)C(C(C(=CC(C(=O)CC(OC(=O)C3CCCCN3C(=O)C(=O)C1(O2)O)C(C)CC4CCC(C(C4)OC)O)C)C)O)OC)C)C)C)OC. Cell line: HOP-62. Synergy scores: CSS=24.2, Synergy_ZIP=1.18, Synergy_Bliss=1.70, Synergy_Loewe=-33.1, Synergy_HSA=3.96. (3) Drug 1: CS(=O)(=O)CCNCC1=CC=C(O1)C2=CC3=C(C=C2)N=CN=C3NC4=CC(=C(C=C4)OCC5=CC(=CC=C5)F)Cl. Drug 2: B(C(CC(C)C)NC(=O)C(CC1=CC=CC=C1)NC(=O)C2=NC=CN=C2)(O)O. Cell line: TK-10. Synergy scores: CSS=53.2, Synergy_ZIP=-2.03, Synergy_Bliss=-1.31, Synergy_Loewe=-10.0, Synergy_HSA=0.212.